This data is from Forward reaction prediction with 1.9M reactions from USPTO patents (1976-2016). The task is: Predict the product of the given reaction. (1) Given the reactants [CH2:1]1[CH:9]2[N:4]([CH2:5][CH2:6][CH:7]([C:10]3[C:18]4[C:13](=[CH:14][CH:15]=[CH:16][N:17]=4)[NH:12][CH:11]=3)[CH2:8]2)[CH2:3][CH2:2]1.[C:19]1([S:29](Cl)(=[O:31])=[O:30])[C:28]2[C:23](=[CH:24][CH:25]=[CH:26][CH:27]=2)[CH:22]=[CH:21][CH:20]=1.C[Si]([N-][Si](C)(C)C)(C)C.[Na+], predict the reaction product. The product is: [CH2:1]1[CH:9]2[N:4]([CH2:5][CH2:6][CH:7]([C:10]3[C:14]4[C:13](=[CH:18][N:17]=[CH:16][CH:15]=4)[N:12]([S:29]([C:19]4[C:28]5[C:23](=[CH:24][CH:25]=[CH:26][CH:27]=5)[CH:22]=[CH:21][CH:20]=4)(=[O:31])=[O:30])[CH:11]=3)[CH2:8]2)[CH2:3][CH2:2]1. (2) Given the reactants Br[C:2]1[N:7]=[C:6]([N:8]2[CH2:14][CH:13]([OH:15])[CH2:12][N:11]([C:16]([O:18][C:19]([CH3:22])([CH3:21])[CH3:20])=[O:17])[CH2:10][CH2:9]2)[CH:5]=[CH:4][CH:3]=1.[Cl:23][C:24]1[N:29]=[CH:28][C:27]2[CH:30]=[N:31][NH:32][C:26]=2[CH:25]=1.CNCCNC.C([O-])([O-])=O.[K+].[K+], predict the reaction product. The product is: [Cl:23][C:24]1[N:29]=[CH:28][C:27]2[CH:30]=[N:31][N:32]([C:2]3[N:7]=[C:6]([N:8]4[CH2:14][CH:13]([OH:15])[CH2:12][N:11]([C:16]([O:18][C:19]([CH3:22])([CH3:21])[CH3:20])=[O:17])[CH2:10][CH2:9]4)[CH:5]=[CH:4][CH:3]=3)[C:26]=2[CH:25]=1. (3) Given the reactants Cl.[NH2:2][CH:3]1[CH:8]2[CH:4]1[CH2:5][N:6]([CH2:9][C@@H:10]([C:12]1[C:13]([CH3:22])=[C:14]3[C:18](=[CH:19][CH:20]=1)[C:17](=[O:21])[O:16][CH2:15]3)[OH:11])[CH2:7]2.Cl[C:24]1[C:25]2[N:26]([CH:30]=[N:31][N:32]=2)[CH:27]=[CH:28][N:29]=1, predict the reaction product. The product is: [N:32]1[N:31]=[CH:30][N:26]2[CH:27]=[CH:28][N:29]=[C:24]([NH:2][CH:3]3[CH:8]4[CH:4]3[CH2:5][N:6]([CH2:9][C@@H:10]([C:12]3[C:13]([CH3:22])=[C:14]5[C:18](=[CH:19][CH:20]=3)[C:17](=[O:21])[O:16][CH2:15]5)[OH:11])[CH2:7]4)[C:25]=12. (4) Given the reactants [F:1][C:2]1[CH:3]=[C:4]([C:24]2[CH:33]=[N:32][C:31]3[C:26](=[CH:27][C:28]([O:46][CH3:47])=[C:29]([O:34][CH:35]4[CH2:38][N:37](C(OC(C)(C)C)=O)[CH2:36]4)[CH:30]=3)[N:25]=2)[CH:5]=[CH:6][C:7]=1[CH2:8][C:9](=[O:23])[NH:10][C:11]1[CH:15]=[C:14]([C:16]2([C:19]([F:22])([F:21])[F:20])[CH2:18][CH2:17]2)[O:13][N:12]=1.C(O)(C(F)(F)F)=O, predict the reaction product. The product is: [NH:37]1[CH2:36][CH:35]([O:34][C:29]2[CH:30]=[C:31]3[C:26](=[CH:27][C:28]=2[O:46][CH3:47])[N:25]=[C:24]([C:4]2[CH:5]=[CH:6][C:7]([CH2:8][C:9]([NH:10][C:11]4[CH:15]=[C:14]([C:16]5([C:19]([F:22])([F:20])[F:21])[CH2:17][CH2:18]5)[O:13][N:12]=4)=[O:23])=[C:2]([F:1])[CH:3]=2)[CH:33]=[N:32]3)[CH2:38]1. (5) Given the reactants Br[C:2]1[C:3]2[O:12][C:11]([CH2:13][N:14]3[CH2:20][CH2:19][CH2:18][N:17]([C:21]([O:23][C:24]([CH3:27])([CH3:26])[CH3:25])=[O:22])[CH2:16][CH2:15]3)=[CH:10][C:4]=2[C:5](=[O:9])[N:6]([CH3:8])[CH:7]=1.[N:28]1[CH:33]=[CH:32][CH:31]=[CH:30][C:29]=1[CH2:34][NH:35][C:36]1[CH:41]=[C:40](B2OC(C)(C)C(C)(C)O2)[CH:39]=[CH:38][N:37]=1.C([O-])([O-])=O.[Cs+].[Cs+].O, predict the reaction product. The product is: [CH3:8][N:6]1[CH:7]=[C:2]([C:40]2[CH:39]=[CH:38][N:37]=[C:36]([NH:35][CH2:34][C:29]3[CH:30]=[CH:31][CH:32]=[CH:33][N:28]=3)[CH:41]=2)[C:3]2[O:12][C:11]([CH2:13][N:14]3[CH2:20][CH2:19][CH2:18][N:17]([C:21]([O:23][C:24]([CH3:25])([CH3:26])[CH3:27])=[O:22])[CH2:16][CH2:15]3)=[CH:10][C:4]=2[C:5]1=[O:9]. (6) Given the reactants [N+:1]([C:4]1[CH:9]=[CH:8][C:7]([NH:10][CH2:11][CH2:12][O:13][CH2:14][CH2:15][OH:16])=[CH:6][C:5]=1[CH3:17])([O-])=O.C1(N)C(F)=C(F)C(F)=C(N)C=1F.[ClH:30].Cl, predict the reaction product. The product is: [ClH:30].[ClH:30].[NH2:1][C:4]1[CH:9]=[CH:8][C:7]([NH:10][CH2:11][CH2:12][O:13][CH2:14][CH2:15][OH:16])=[CH:6][C:5]=1[CH3:17]. (7) The product is: [Br:18][C:6]1[C:7](=[O:8])[N:2]([CH3:1])[C:3]([NH:9][C:10]2[CH:15]=[CH:14][CH:13]=[CH:12][CH:11]=2)=[N:4][CH:5]=1. Given the reactants [CH3:1][N:2]1[C:7](=[O:8])[CH:6]=[CH:5][N:4]=[C:3]1[NH:9][C:10]1[CH:15]=[CH:14][CH:13]=[CH:12][CH:11]=1.CO.[Br:18]Br, predict the reaction product.